Dataset: Experimentally validated miRNA-target interactions with 360,000+ pairs, plus equal number of negative samples. Task: Binary Classification. Given a miRNA mature sequence and a target amino acid sequence, predict their likelihood of interaction. (1) Result: 1 (interaction). The miRNA is hsa-miR-545-3p with sequence UCAGCAAACAUUUAUUGUGUGC. The protein sequence of the target gene is MRSIRSFANDDRHVMVKHSTIYPSPEELEAVQNMVSTVECALKHVSDWLDETNKGTKTEGETEVKKDEAGENYSKDQGGRTLCGVMRIGLVAKGLLIKDDMDLELVLMCKDKPTETLLNTVKDNLPIQIQKLTEEKYQVEQCVNEASIIIRNTKEPTLTLKVILTSPLIRDELEKKDGENVSMKDPPDLLDRQKCLNALASLRHAKWFQARANGLKSCVIVLRILRDLCNRVPTWAPLKGWPLELICEKSIGTCNRPLGAGEALRRVMECLASGILLPGGPGLHDPCERDPTDALSYMTI.... (2) The miRNA is hsa-miR-513a-3p with sequence UAAAUUUCACCUUUCUGAGAAGG. The protein sequence of the target gene is MADPKYADLPGIARNEPDVYETSDLPEDDQAEFDAEELTSTSVEHIIVNPNAAYDKFKDKRVGTKGLDFSDRIGKTKRTGYESGEYEMLGEGLGVKETPQQKYQRLLHEVQELTTEVEKIKTTVKESATEEKLTPVLLAKQLAALKQQLVASHLEKLLGPDAAINLTDPDGALAKRLLLQLEATKNSKGGSGGKTTGTPPDSSLVTYELHSRPEQDKFSQAAKVAELEKRLTELETAVRCDQDAQNPLSAGLQGACLMETVELLQAKVSALDLAVLDQVEARLQSVLGKVNEIAKHKASV.... Result: 0 (no interaction).